From a dataset of Catalyst prediction with 721,799 reactions and 888 catalyst types from USPTO. Predict which catalyst facilitates the given reaction. (1) Reactant: [CH2:1]([NH:8][C:9](=[O:25])[C@H:10]([NH:14]C(OCC1C=CC=CC=1)=O)[CH2:11][O:12][CH3:13])[C:2]1[CH:7]=[CH:6][CH:5]=[CH:4][CH:3]=1. Product: [CH2:1]([NH:8][C:9](=[O:25])[CH:10]([NH2:14])[CH2:11][O:12][CH3:13])[C:2]1[CH:7]=[CH:6][CH:5]=[CH:4][CH:3]=1. The catalyst class is: 45. (2) Reactant: [CH3:1][O:2][C:3]([C:5]1[CH:6]=[C:7]([C:14]2[CH:19]=[CH:18][CH:17]=[CH:16][CH:15]=2)[CH:8]=[C:9]([N+:11]([O-])=O)[CH:10]=1)=[O:4]. The catalyst class is: 99. Product: [CH3:1][O:2][C:3]([C:5]1[CH:6]=[C:7]([C:14]2[CH:19]=[CH:18][CH:17]=[CH:16][CH:15]=2)[CH:8]=[C:9]([NH2:11])[CH:10]=1)=[O:4]. (3) Reactant: [CH2:1]([O:3][C:4](=[O:15])[C:5]([CH:7](O)[C:8]1[CH:9]=[N:10][CH:11]=[CH:12][CH:13]=1)=[CH2:6])[CH3:2].[Cl:16][C:17]1[C:22]([NH2:23])=[C:21](I)[CH:20]=[CH:19][CH:18]=1.C(N(CC)CC)C. Product: [CH2:1]([O:3][C:4]([C:5]1[CH2:6][C:21]2[C:22](=[C:17]([Cl:16])[CH:18]=[CH:19][CH:20]=2)[NH:23][C:7]=1[C:8]1[CH:9]=[N:10][CH:11]=[CH:12][CH:13]=1)=[O:15])[CH3:2]. The catalyst class is: 524. (4) Reactant: [Br:1][C:2]1[CH:7]=[CH:6][C:5]([NH:8][CH:9]([CH2:12][OH:13])[CH2:10][OH:11])=[C:4]([N+:14]([O-])=O)[CH:3]=1.[H][H].[CH2:19](O)C. Product: [Br:1][C:2]1[CH:7]=[CH:6][C:5]2[N:8]([CH:9]([CH2:12][OH:13])[CH2:10][OH:11])[CH:19]=[N:14][C:4]=2[CH:3]=1. The catalyst class is: 553. (5) Reactant: C1C=CC([C@H](O)C(O)=O)=CC=1.C(O)(C)C.CO.O.[CH3:19][O:20][C:21]1[CH:30]=[C:29]2[C:24]([CH2:25][CH2:26][CH:27]([NH2:31])[CH2:28]2)=[CH:23][CH:22]=1. Product: [CH3:19][O:20][C:21]1[CH:30]=[C:29]2[C:24]([CH2:25][CH2:26][C@@H:27]([NH2:31])[CH2:28]2)=[CH:23][CH:22]=1. The catalyst class is: 11. (6) Reactant: CCN(C(C)C)C(C)C.C1C=CC2N(O)N=NC=2C=1.CCN=C=NCCCN(C)C.[N:31]1([C:36]2[CH:37]=[CH:38][C:39]3[N:40]([CH:42]=[C:43]([C:45]([OH:47])=O)[N:44]=3)[CH:41]=2)[CH:35]=[CH:34][CH:33]=[N:32]1.Cl.[NH2:49][CH2:50][C:51]([N:53]1[CH2:58][CH2:57][N:56]([C:59](=[O:68])[C:60]2[CH:65]=[C:64]([F:66])[CH:63]=[CH:62][C:61]=2[Cl:67])[CH2:55][CH2:54]1)=[O:52].ClC1C=CC(F)=CC=1C(O)=O. Product: [Cl:67][C:61]1[CH:62]=[CH:63][C:64]([F:66])=[CH:65][C:60]=1[C:59]([N:56]1[CH2:55][CH2:54][N:53]([C:51](=[O:52])[CH2:50][NH:49][C:45]([C:43]2[N:44]=[C:39]3[CH:38]=[CH:37][C:36]([N:31]4[CH:35]=[CH:34][CH:33]=[N:32]4)=[CH:41][N:40]3[CH:42]=2)=[O:47])[CH2:58][CH2:57]1)=[O:68]. The catalyst class is: 18. (7) Reactant: [Cl:1][C:2]1[CH:3]=[C:4]([CH:6]=[CH:7][C:8]=1[F:9])[NH2:5].[CH3:10][O:11][C:12]1[CH:13]=[C:14]([CH:17]=[CH:18][C:19]=1[O:20][CH3:21])[CH:15]=O.ClCCCl.[Na]. Product: [Cl:1][C:2]1[CH:3]=[C:4]([CH:6]=[CH:7][C:8]=1[F:9])[NH:5][CH2:15][C:14]1[CH:17]=[CH:18][C:19]([O:20][CH3:21])=[C:12]([O:11][CH3:10])[CH:13]=1. The catalyst class is: 6. (8) Reactant: [Cl:1][C:2]1[CH:3]=[CH:4][C:5]2[O:9][C:8](S)=[N:7][C:6]=2[CH:11]=1.[CH3:12][N:13]1[CH2:19][CH2:18][CH2:17][NH:16][CH2:15][CH2:14]1. Product: [Cl:1][C:2]1[CH:3]=[CH:4][C:5]2[O:9][C:8]([N:16]3[CH2:17][CH2:18][CH2:19][N:13]([CH3:12])[CH2:14][CH2:15]3)=[N:7][C:6]=2[CH:11]=1. The catalyst class is: 11.